From a dataset of Catalyst prediction with 721,799 reactions and 888 catalyst types from USPTO. Predict which catalyst facilitates the given reaction. (1) Reactant: [CH3:1][O:2][C:3]1[C:4]2[N:11]=[C:10]([NH:12][C:13]([N:15]3[CH2:20][CH2:19][C:18](=[O:21])[CH2:17][CH2:16]3)=[O:14])[S:9][C:5]=2[N:6]=[CH:7][N:8]=1.[Cl:22][C:23]1[CH:24]=[C:25]([Mg]Br)[CH:26]=[CH:27][CH:28]=1. Product: [CH3:1][O:2][C:3]1[C:4]2[N:11]=[C:10]([NH:12][C:13]([N:15]3[CH2:20][CH2:19][C:18]([C:27]4[CH:26]=[CH:25][CH:24]=[C:23]([Cl:22])[CH:28]=4)([OH:21])[CH2:17][CH2:16]3)=[O:14])[S:9][C:5]=2[N:6]=[CH:7][N:8]=1. The catalyst class is: 7. (2) Product: [CH:12]1([N:4]2[C:5]3=[N:6][CH:7]=[N:8][C:9]([NH2:11])=[C:10]3[C:2]([I:1])=[N:3]2)[CH2:16][CH2:15][CH2:14][CH2:13]1. The catalyst class is: 3. Reactant: [I:1][C:2]1[C:10]2[C:5](=[N:6][CH:7]=[N:8][C:9]=2[NH2:11])[NH:4][N:3]=1.[CH:12]1(I)[CH2:16][CH2:15][CH2:14][CH2:13]1.C([O-])([O-])=O.[K+].[K+]. (3) Reactant: [OH:1][CH2:2][C:3]1[CH:4]=[CH:5][C:6]([CH3:10])=[C:7]([OH:9])[CH:8]=1.Br[CH2:12][CH2:13][CH2:14][CH2:15][CH2:16][CH2:17][CH2:18][CH2:19][CH:20]1[O:24][CH2:23][CH2:22][O:21]1.C(=O)([O-])[O-].[K+].[K+]. Product: [O:21]1[CH2:22][CH2:23][O:24][CH:20]1[CH2:19][CH2:18][CH2:17][CH2:16][CH2:15][CH2:14][CH2:13][CH2:12][O:9][C:7]1[CH:8]=[C:3]([CH2:2][OH:1])[CH:4]=[CH:5][C:6]=1[CH3:10]. The catalyst class is: 35. (4) Reactant: Br[C:2]1[CH:3]=[C:4]2[N:10]([C:11](=[O:13])[CH3:12])[C:9]([CH3:14])=[N:8][C:5]2=[N:6][CH:7]=1.[CH3:15][C:16]1([CH3:32])[C:20]([CH3:22])([CH3:21])[O:19][B:18]([B:18]2[O:19][C:20]([CH3:22])([CH3:21])[C:16]([CH3:32])([CH3:15])[O:17]2)[O:17]1.C([O-])(=O)C.[K+]. Product: [CH3:14][C:9]1[N:10]([C:11](=[O:13])[CH3:12])[C:4]2[C:5]([N:8]=1)=[N:6][CH:7]=[C:2]([B:18]1[O:19][C:20]([CH3:22])([CH3:21])[C:16]([CH3:32])([CH3:15])[O:17]1)[CH:3]=2. The catalyst class is: 294. (5) Reactant: [CH3:1][CH:2]1[CH2:10][C:9]2[C:4](=[CH:5][CH:6]=[C:7]([C:11]([O:20][Si:21]([CH2:26][CH3:27])([CH2:24][CH3:25])[CH2:22][CH3:23])([C:16]([F:19])([F:18])[F:17])[C:12]([F:15])([F:14])[F:13])[CH:8]=2)[NH:3]1.CCN(C(C)C)C(C)C.[C:37]1([CH2:43][C:44](Br)=[O:45])[CH:42]=[CH:41][CH:40]=[CH:39][CH:38]=1.[NH4+].[Cl-]. Product: [CH3:1][CH:2]1[CH2:10][C:9]2[C:4](=[CH:5][CH:6]=[C:7]([C:11]([O:20][Si:21]([CH2:24][CH3:25])([CH2:22][CH3:23])[CH2:26][CH3:27])([C:12]([F:15])([F:14])[F:13])[C:16]([F:17])([F:18])[F:19])[CH:8]=2)[N:3]1[C:44](=[O:45])[CH2:43][C:37]1[CH:42]=[CH:41][CH:40]=[CH:39][CH:38]=1. The catalyst class is: 158. (6) Product: [N:16]1[CH:17]=[CH:18][CH:19]=[CH:20][C:15]=1[C:12]1[CH2:11][CH2:10][N:9]([CH2:8][C:5]2[CH:4]=[N:3][C:2]([NH2:23])=[N:7][CH:6]=2)[CH2:14][CH:13]=1. Reactant: C[C:2]1[N:7]=[CH:6][C:5]([CH2:8][N:9]2[CH2:14][CH:13]=[C:12]([C:15]3[CH:20]=[CH:19][CH:18]=[CH:17][N:16]=3)[CH2:11][CH2:10]2)=[CH:4][N:3]=1.C([N:23](CC)CC)C.C(O[BH-](OC(=O)C)OC(=O)C)(=O)C.[Na+]. The catalyst class is: 4. (7) Reactant: [NH2:1][C:2]1[CH:7]=[CH:6][C:5]([Cl:8])=[CH:4][N:3]=1.C(N(CC)CC)C.Cl[C:17](=[O:23])[C:18]([O:20][CH2:21]C)=[O:19].C(=O)([O-])O.[Na+]. Product: [Cl:8][C:5]1[CH:6]=[CH:7][C:2]([NH:1][C:17](=[O:23])[C:18]([O:20][CH3:21])=[O:19])=[N:3][CH:4]=1. The catalyst class is: 2. (8) Reactant: [C:1]([O:4][CH2:5][C:6]1[CH:11]=[CH:10][CH:9]=[C:8](/[CH:12]=[CH:13]/[CH2:14][CH2:15][O:16]C2CCCCO2)[C:7]=1[Br:23])(=[O:3])[CH3:2].[H][H]. Product: [C:1]([O:4][CH2:5][C:6]1[CH:11]=[CH:10][CH:9]=[C:8]([CH2:12][CH2:13][CH2:14][CH2:15][OH:16])[C:7]=1[Br:23])(=[O:3])[CH3:2]. The catalyst class is: 78.